Predict the reactants needed to synthesize the given product. From a dataset of Full USPTO retrosynthesis dataset with 1.9M reactions from patents (1976-2016). (1) Given the product [NH2:17]/[C:14](/[CH3:15])=[C:3](/[CH2:1][CH3:2])\[C:4]([NH:6][CH2:7][CH2:8][C:9]1[S:10][CH:11]=[CH:12][CH:13]=1)=[O:5], predict the reactants needed to synthesize it. The reactants are: [CH2:1]([CH:3]([C:14](=O)[CH3:15])[C:4]([NH:6][CH2:7][CH2:8][C:9]1[S:10][CH:11]=[CH:12][CH:13]=1)=[O:5])[CH3:2].[NH3:17].[Al+3].[Cl-].[Cl-].[Cl-]. (2) Given the product [Cl:30][C:31]1[CH:32]=[C:33]([NH:38][C:39](=[O:40])[N:10]([CH2:11][C:12]2[CH:20]=[CH:19][CH:18]=[C:17]3[C:13]=2[CH2:14][N:15]([CH:22]2[CH2:27][CH2:26][C:25](=[O:28])[NH:24][C:23]2=[O:29])[C:16]3=[O:21])[CH3:9])[CH:34]=[CH:35][C:36]=1[Cl:37], predict the reactants needed to synthesize it. The reactants are: C(N(CC)CC)C.Cl.[CH3:9][NH:10][CH2:11][C:12]1[CH:20]=[CH:19][CH:18]=[C:17]2[C:13]=1[CH2:14][N:15]([CH:22]1[CH2:27][CH2:26][C:25](=[O:28])[NH:24][C:23]1=[O:29])[C:16]2=[O:21].[Cl:30][C:31]1[CH:32]=[C:33]([N:38]=[C:39]=[O:40])[CH:34]=[CH:35][C:36]=1[Cl:37].